This data is from Forward reaction prediction with 1.9M reactions from USPTO patents (1976-2016). The task is: Predict the product of the given reaction. (1) Given the reactants [I-].[CH3:2][C:3]1[N:10]2[C:6](=[N+:7]([CH3:19])[C:8]3[CH:14]=[CH:13][C:12]([C:15]([F:18])([F:17])[F:16])=[CH:11][C:9]=32)[S:5][CH:4]=1.[CH3:20][O-:21].[Na+], predict the reaction product. The product is: [CH3:19][N:7]1[C:8]2[CH:14]=[CH:13][C:12]([C:15]([F:16])([F:18])[F:17])=[CH:11][C:9]=2[N:10](/[C:3](/[CH3:2])=[CH:4]\[S:5][CH3:6])[C:20]1=[O:21]. (2) Given the reactants [Br:1][C:2]1[CH:3]=[C:4]2[C:9](=[CH:10][C:11]=1[O:12]C)[O:8][C:7]([CH3:15])([CH3:14])[CH:6]=[C:5]2[C:16]1[CH:21]=[CH:20][CH:19]=[CH:18][CH:17]=1.B(Br)(Br)Br, predict the reaction product. The product is: [Br:1][C:2]1[CH:3]=[C:4]2[C:9](=[CH:10][C:11]=1[OH:12])[O:8][C:7]([CH3:15])([CH3:14])[CH:6]=[C:5]2[C:16]1[CH:21]=[CH:20][CH:19]=[CH:18][CH:17]=1. (3) Given the reactants I[C:2]1[CH:7]=[CH:6][CH:5]=[CH:4][CH:3]=1.[NH:8]1[CH:12]=[N:11][CH:10]=[N:9]1.C(=O)([O-])[O-].[Cs+].[Cs+], predict the reaction product. The product is: [C:2]1([N:8]2[CH:12]=[N:11][CH:10]=[N:9]2)[CH:7]=[CH:6][CH:5]=[CH:4][CH:3]=1. (4) Given the reactants [Br:1][C:2]1[C:3]([O:8][C:9]2[CH:15]=[CH:14][C:12]([NH2:13])=[CH:11][CH:10]=2)=[N:4][CH:5]=[CH:6][CH:7]=1.F[C:17]1[CH:22]=[CH:21][C:20]([CH3:23])=[CH:19][N:18]=1, predict the reaction product. The product is: [Br:1][C:2]1[C:3]([O:8][C:9]2[CH:15]=[CH:14][C:12]([NH:13][C:17]3[CH:22]=[CH:21][C:20]([CH3:23])=[CH:19][N:18]=3)=[CH:11][CH:10]=2)=[N:4][CH:5]=[CH:6][CH:7]=1. (5) Given the reactants [CH2:1]([C:8]1[C:9]2[CH2:32][NH:31][CH2:30][CH2:29][C:10]=2[N:11]=[C:12]([NH:14][C:15]2[CH:20]=[CH:19][C:18]([N:21]3[CH:25]=[C:24]([CH3:26])[N:23]=[CH:22]3)=[C:17]([O:27][CH3:28])[CH:16]=2)[N:13]=1)[C:2]1[CH:7]=[CH:6][CH:5]=[CH:4][CH:3]=1.[C:33](O)(=[O:35])[CH3:34].C(O)C=O.C([BH3-])#N.[Na+], predict the reaction product. The product is: [CH2:1]([C:8]1[C:9]2[CH2:32][N:31]([CH2:34][CH2:33][OH:35])[CH2:30][CH2:29][C:10]=2[N:11]=[C:12]([NH:14][C:15]2[CH:20]=[CH:19][C:18]([N:21]3[CH:25]=[C:24]([CH3:26])[N:23]=[CH:22]3)=[C:17]([O:27][CH3:28])[CH:16]=2)[N:13]=1)[C:2]1[CH:3]=[CH:4][CH:5]=[CH:6][CH:7]=1. (6) Given the reactants [C:1]1([N:7]2[C:25](=[O:26])[C:10]3=[CH:11][NH:12][C:13]4[CH:14]=[CH:15][C:16](N5CCNCC5)=[N:17][C:18]=4[C:9]3=[N:8]2)[CH:6]=[CH:5][CH:4]=[CH:3][CH:2]=1.[OH:27][CH:28]1[CH2:33][CH2:32][CH2:31][NH:30][CH2:29]1, predict the reaction product. The product is: [OH:27][CH:28]1[CH2:33][CH2:32][CH2:31][N:30]([C:16]2[CH:15]=[CH:14][C:13]3[NH:12][CH:11]=[C:10]4[C:25](=[O:26])[N:7]([C:1]5[CH:6]=[CH:5][CH:4]=[CH:3][CH:2]=5)[N:8]=[C:9]4[C:18]=3[N:17]=2)[CH2:29]1. (7) Given the reactants [CH3:1][C:2]1[CH2:6][C:5](=[O:7])[N:4]([C:8]2[CH:13]=[CH:12][C:11]([N+:14]([O-:16])=[O:15])=[CH:10][CH:9]=2)[N:3]=1.C(=O)([O-])[O-].[Cs+].[Cs+].Br[CH2:24][C:25]1[N:29]([C:30]2[CH:35]=[CH:34][CH:33]=[CH:32][CH:31]=2)[N:28]=[C:27]([CH3:36])[CH:26]=1.CC1C=C(CO)N(C2C=CC=CC=2)N=1, predict the reaction product. The product is: [CH3:36][C:27]1[CH:26]=[C:25]([CH2:24][O:7][C:5]2[N:4]([C:8]3[CH:9]=[CH:10][C:11]([N+:14]([O-:16])=[O:15])=[CH:12][CH:13]=3)[N:3]=[C:2]([CH3:1])[CH:6]=2)[N:29]([C:30]2[CH:35]=[CH:34][CH:33]=[CH:32][CH:31]=2)[N:28]=1. (8) Given the reactants [F:1][C:2]([F:19])([F:18])[O:3][C:4]1[CH:9]=[CH:8][C:7]([N:10]2[CH2:14][CH2:13][CH2:12][CH:11]2[C:15]([OH:17])=O)=[CH:6][CH:5]=1.[NH:20]1[C:25](=[O:26])[CH2:24][NH:23][C:22]2[N:27]=[CH:28][CH:29]=[CH:30][C:21]1=2.Cl.CN(C)CCCN=C=NCC.O.ON1C2C=CC=CC=2N=N1, predict the reaction product. The product is: [F:18][C:2]([F:1])([F:19])[O:3][C:4]1[CH:5]=[CH:6][C:7]([N:10]2[CH2:14][CH2:13][CH2:12][C@H:11]2[C:15]([N:23]2[CH2:24][C:25](=[O:26])[NH:20][C:21]3[CH:30]=[CH:29][CH:28]=[N:27][C:22]2=3)=[O:17])=[CH:8][CH:9]=1. (9) The product is: [CH3:1][O:2][C:3](=[O:19])[CH:4]([NH:8][C:9](=[O:18])[C:10]1[C:11]([Cl:17])=[CH:12][CH:13]=[CH:14][C:15]=1[Cl:16])[CH2:5]/[CH:6]=[CH:7]/[C:21]1[CH:22]=[CH:23][C:24]([N:27]([C:34]2[CH:39]=[CH:38][CH:37]=[CH:36][CH:35]=2)[C:28]2[N:33]=[CH:32][CH:31]=[CH:30][N:29]=2)=[CH:25][CH:26]=1. Given the reactants [CH3:1][O:2][C:3](=[O:19])[CH:4]([NH:8][C:9](=[O:18])[C:10]1[C:15]([Cl:16])=[CH:14][CH:13]=[CH:12][C:11]=1[Cl:17])[CH2:5][CH:6]=[CH2:7].Br[C:21]1[CH:26]=[CH:25][C:24]([N:27]([C:34]2[CH:39]=[CH:38][CH:37]=[CH:36][CH:35]=2)[C:28]2[N:33]=[CH:32][CH:31]=[CH:30][N:29]=2)=[CH:23][CH:22]=1, predict the reaction product.